Dataset: Catalyst prediction with 721,799 reactions and 888 catalyst types from USPTO. Task: Predict which catalyst facilitates the given reaction. Reactant: Br[C:2]1[CH:11]=[CH:10][C:5]([C:6]([O:8][CH3:9])=[O:7])=[C:4]([F:12])[CH:3]=1.CC1(C)C(C)(C)OB([C:21]2[CH2:26][CH2:25][N:24]([C:27]([O:29][C:30]([CH3:33])([CH3:32])[CH3:31])=[O:28])[CH2:23][CH:22]=2)O1.P([O-])([O-])([O-])=O.[K+].[K+].[K+]. Product: [F:12][C:4]1[CH:3]=[C:2]([C:21]2[CH2:26][CH2:25][N:24]([C:27]([O:29][C:30]([CH3:33])([CH3:32])[CH3:31])=[O:28])[CH2:23][CH:22]=2)[CH:11]=[CH:10][C:5]=1[C:6]([O:8][CH3:9])=[O:7]. The catalyst class is: 12.